This data is from Full USPTO retrosynthesis dataset with 1.9M reactions from patents (1976-2016). The task is: Predict the reactants needed to synthesize the given product. (1) Given the product [F:15][C:13]1[CH:12]=[CH:11][C:10]([N+:16]([O-:18])=[O:17])=[C:9]([NH:5][S:2]([CH3:1])(=[O:4])=[O:3])[CH:14]=1, predict the reactants needed to synthesize it. The reactants are: [CH3:1][S:2]([NH2:5])(=[O:4])=[O:3].[H-].[Na+].F[C:9]1[CH:14]=[C:13]([F:15])[CH:12]=[CH:11][C:10]=1[N+:16]([O-:18])=[O:17].Cl.N#N. (2) Given the product [C:1]1([S:7][CH2:8][CH:9]=[O:10])[CH:6]=[CH:5][CH:4]=[CH:3][CH:2]=1, predict the reactants needed to synthesize it. The reactants are: [C:1]1([S:7][CH2:8][CH2:9][OH:10])[CH:6]=[CH:5][CH:4]=[CH:3][CH:2]=1.I(C1C=CC=CC=1C(O)=O)(=O)=O. (3) Given the product [CH3:19][C:20]1([CH3:36])[C:24]([CH3:26])([CH3:25])[O:23][B:22]([C:7]2[CH2:16][CH2:15][C:10]3([CH2:14][O:13][CH2:12][CH2:11]3)[CH2:9][CH:8]=2)[O:21]1, predict the reactants needed to synthesize it. The reactants are: FC(F)(F)S(O[C:7]1[CH2:16][CH2:15][C:10]2([CH2:14][O:13][CH2:12][CH2:11]2)[CH2:9][CH:8]=1)(=O)=O.[CH3:19][C:20]1([CH3:36])[C:24]([CH3:26])([CH3:25])[O:23][B:22]([B:22]2[O:23][C:24]([CH3:26])([CH3:25])[C:20]([CH3:36])([CH3:19])[O:21]2)[O:21]1.C([O-])(=O)C.[K+].C(Cl)Cl. (4) Given the product [S:1]1[C:5]2[CH:6]=[CH:7][CH:8]=[CH:9][C:4]=2[CH:3]=[C:2]1[CH2:10][N:26]1[CH2:27][CH2:28][CH:23]([C:19]2[CH:18]=[C:17]([NH:16][C:14](=[O:15])[CH:13]([CH3:12])[CH3:29])[CH:22]=[CH:21][CH:20]=2)[CH2:24][CH2:25]1, predict the reactants needed to synthesize it. The reactants are: [S:1]1[C:5]2[CH:6]=[CH:7][CH:8]=[CH:9][C:4]=2[CH:3]=[C:2]1[CH:10]=O.[CH3:12][CH:13]([CH3:29])[C:14]([NH:16][C:17]1[CH:22]=[CH:21][CH:20]=[C:19]([CH:23]2[CH2:28][CH2:27][NH:26][CH2:25][CH2:24]2)[CH:18]=1)=[O:15].